Task: Predict the product of the given reaction.. Dataset: Forward reaction prediction with 1.9M reactions from USPTO patents (1976-2016) (1) Given the reactants Cl[C:2]1[N:7]([C:8]2[CH:13]=[CH:12][CH:11]=[C:10]([C:14]([F:17])([F:16])[F:15])[CH:9]=2)[C:6](=[O:18])[N:5]([CH3:19])[C:4](=[O:20])[CH:3]=1.[CH3:21][NH:22][CH3:23], predict the reaction product. The product is: [CH3:21][N:22]([CH3:23])[C:2]1[N:7]([C:8]2[CH:13]=[CH:12][CH:11]=[C:10]([C:14]([F:17])([F:16])[F:15])[CH:9]=2)[C:6](=[O:18])[N:5]([CH3:19])[C:4](=[O:20])[CH:3]=1. (2) The product is: [Cl:19][C:15]1[CH:16]=[C:17]2[C:12](=[C:13]([NH:20][CH:21]3[CH2:25][CH2:24][CH2:23][CH2:22]3)[CH:14]=1)[NH:11][C:10]([C:8]([N:5]1[CH2:6][CH2:7][CH:3]([CH2:2][N:1]3[CH2:30][CH2:29][CH2:28][CH2:27][CH2:26]3)[CH2:4]1)=[O:9])=[CH:18]2. Given the reactants [NH2:1][CH2:2][CH:3]1[CH2:7][CH2:6][N:5]([C:8]([C:10]2[NH:11][C:12]3[C:17]([CH:18]=2)=[CH:16][C:15]([Cl:19])=[CH:14][C:13]=3[NH:20][CH:21]2[CH2:25][CH2:24][CH2:23][CH2:22]2)=[O:9])[CH2:4]1.[CH:26](=O)[CH2:27][CH2:28][CH2:29][CH:30]=O, predict the reaction product. (3) The product is: [CH:29]([N:28]([CH2:27][C:25]1[O:24][N:23]=[C:22]([C:18]2[CH:17]=[N:16][CH:21]=[CH:20][CH:19]=2)[N:26]=1)[C:10](=[O:11])[C@H:9]([O:8][C:7]1[CH:14]=[CH:15][C:4]([CH2:1][CH2:2][CH3:3])=[CH:5][CH:6]=1)[CH3:13])([CH3:31])[CH3:30]. Given the reactants [CH2:1]([C:4]1[CH:15]=[CH:14][C:7]([O:8][C@H:9]([CH3:13])[C:10](Cl)=[O:11])=[CH:6][CH:5]=1)[CH2:2][CH3:3].[N:16]1[CH:21]=[CH:20][CH:19]=[C:18]([C:22]2[N:26]=[C:25]([CH2:27][NH:28][CH:29]([CH3:31])[CH3:30])[O:24][N:23]=2)[CH:17]=1.C(N(CC)CC)C, predict the reaction product.